The task is: Predict the reactants needed to synthesize the given product.. This data is from Retrosynthesis with 50K atom-mapped reactions and 10 reaction types from USPTO. (1) The reactants are: C#CCBr.CCC(C)=CCCC(CC)Oc1ccc(C(=O)O)cc1. Given the product C#CCOC(=O)c1ccc(OC(CC)CCC=C(C)CC)cc1, predict the reactants needed to synthesize it. (2) Given the product CCN(CC)CC1CC(=O)N(Cc2ccccc2)C1, predict the reactants needed to synthesize it. The reactants are: CCNCC.O=C1CC(CCl)CN1Cc1ccccc1. (3) Given the product CCOC(=O)c1c(C=NO)c2cc(F)ccc2n1Cc1cccc2ccccc12, predict the reactants needed to synthesize it. The reactants are: CCOC(=O)c1c(C=O)c2cc(F)ccc2n1Cc1cccc2ccccc12.NO.